Dataset: Full USPTO retrosynthesis dataset with 1.9M reactions from patents (1976-2016). Task: Predict the reactants needed to synthesize the given product. Given the product [C:23]1([S:20]([N:17]2[C:18]3[C:14](=[CH:13][CH:12]=[C:11]([CH2:9][OH:8])[CH:19]=3)[CH:15]=[CH:16]2)(=[O:21])=[O:22])[CH:24]=[CH:25][CH:26]=[CH:27][CH:28]=1, predict the reactants needed to synthesize it. The reactants are: [H-].[Al+3].[Li+].[H-].[H-].[H-].C[O:8][C:9]([C:11]1[CH:19]=[C:18]2[C:14]([CH:15]=[CH:16][N:17]2[S:20]([C:23]2[CH:28]=[CH:27][CH:26]=[CH:25][CH:24]=2)(=[O:22])=[O:21])=[CH:13][CH:12]=1)=O.[Cl-].[NH4+].